From a dataset of Full USPTO retrosynthesis dataset with 1.9M reactions from patents (1976-2016). Predict the reactants needed to synthesize the given product. (1) Given the product [NH:15]1[CH2:20][CH2:19][NH:18][CH2:17][CH2:16]1.[CH2:8]([N:15]1[CH2:20][CH2:19][NH:18][CH:17]([CH2:21][C:22]2[CH:30]=[CH:29][CH:24]=[CH:25][CH:26]=2)[CH2:16]1)[C:9]1[CH:10]=[CH:11][CH:12]=[CH:13][CH:14]=1, predict the reactants needed to synthesize it. The reactants are: C(Cl)Cl.CO.[NH4+].[OH-].[CH2:8]([N:15]1[CH2:20][CH2:19][NH:18][CH:17]([CH2:21][C:22]2N(S(C3C=CC(C)=CC=3)(=O)=O)[C:24]3[C:29]([CH:30]=2)=CC=[CH:26][CH:25]=3)[CH2:16]1)[C:9]1[CH:14]=[CH:13][CH:12]=[CH:11][CH:10]=1. (2) Given the product [CH2:25]([O:24][C:22]([N:11]1[CH2:12][CH2:13][N:8]([C:6]([O:5][C:1]([CH3:4])([CH3:2])[CH3:3])=[O:7])[CH2:9][C@H:10]1[C:14]([OH:16])=[O:15])=[O:23])[C:26]1[CH:31]=[CH:30][CH:29]=[CH:28][CH:27]=1, predict the reactants needed to synthesize it. The reactants are: [C:1]([O:5][C:6]([N:8]1[CH2:13][CH2:12][NH:11][C@H:10]([C:14]([OH:16])=[O:15])[CH2:9]1)=[O:7])([CH3:4])([CH3:3])[CH3:2].C([O-])(O)=O.[Na+].[C:22](Cl)([O:24][CH2:25][C:26]1[CH:31]=[CH:30][CH:29]=[CH:28][CH:27]=1)=[O:23]. (3) Given the product [CH3:12][C:13]1[CH:14]=[CH:15][C:16]([NH:19][C:20]([C:22]2[CH:26]=[CH:25][O:24][CH:23]=2)=[O:21])=[CH:17][C:18]=1[C:2]1[CH:11]=[CH:10][C:5]2[C:6]([CH3:9])=[N:7][O:8][C:4]=2[CH:3]=1, predict the reactants needed to synthesize it. The reactants are: Br[C:2]1[CH:11]=[CH:10][C:5]2[C:6]([CH3:9])=[N:7][O:8][C:4]=2[CH:3]=1.[CH3:12][C:13]1[CH:18]=[CH:17][C:16]([NH:19][C:20]([C:22]2[CH:26]=[CH:25][O:24][CH:23]=2)=[O:21])=[CH:15][C:14]=1B1OC(C)(C)C(C)(C)O1. (4) Given the product [C:1]1([C:7](=[C:15]2[CH2:16][C:17]([CH3:24])([CH3:23])[CH2:18][C:19]([CH3:22])([CH3:21])[CH2:20]2)[C:8]2[CH:9]=[CH:10][C:11]([O:14][CH2:32][CH2:33][CH2:34][C:35]([O:37][CH2:38][CH3:39])=[O:36])=[CH:12][CH:13]=2)[CH:2]=[CH:3][CH:4]=[CH:5][CH:6]=1, predict the reactants needed to synthesize it. The reactants are: [C:1]1([C:7](=[C:15]2[CH2:20][C:19]([CH3:22])([CH3:21])[CH2:18][C:17]([CH3:24])([CH3:23])[CH2:16]2)[C:8]2[CH:13]=[CH:12][C:11]([OH:14])=[CH:10][CH:9]=2)[CH:6]=[CH:5][CH:4]=[CH:3][CH:2]=1.C([O-])([O-])=O.[K+].[K+].Cl[CH2:32][CH2:33][CH2:34][C:35]([O:37][CH2:38][CH3:39])=[O:36].